From a dataset of Peptide-MHC class II binding affinity with 134,281 pairs from IEDB. Regression. Given a peptide amino acid sequence and an MHC pseudo amino acid sequence, predict their binding affinity value. This is MHC class II binding data. (1) The peptide sequence is EKKYFAATQFEPLAG. The MHC is HLA-DQA10101-DQB10501 with pseudo-sequence HLA-DQA10101-DQB10501. The binding affinity (normalized) is 0.498. (2) The peptide sequence is RLCFSKSKNTLMYEI. The MHC is DRB1_0701 with pseudo-sequence DRB1_0701. The binding affinity (normalized) is 0.922. (3) The binding affinity (normalized) is 0.312. The peptide sequence is RMAEAEMVIHHQHVQ. The MHC is HLA-DQA10201-DQB10303 with pseudo-sequence HLA-DQA10201-DQB10303. (4) The peptide sequence is GELQIVDKIDAAFKW. The MHC is DRB1_0401 with pseudo-sequence DRB1_0401. The binding affinity (normalized) is 0.473. (5) The peptide sequence is VSFGVWIRTPPAYRPPNAPI. The MHC is DRB1_1501 with pseudo-sequence DRB1_1501. The binding affinity (normalized) is 0.652. (6) The peptide sequence is SQDLELSWPLNGLQAY. The MHC is HLA-DQA10101-DQB10501 with pseudo-sequence HLA-DQA10101-DQB10501. The binding affinity (normalized) is 0.570. (7) The peptide sequence is WTNTPTKWDNSFLEI. The MHC is DRB1_0301 with pseudo-sequence DRB1_0301. The binding affinity (normalized) is 0.286. (8) The peptide sequence is YKFIPSLEAAVKQAY. The MHC is HLA-DPA10103-DPB10401 with pseudo-sequence HLA-DPA10103-DPB10401. The binding affinity (normalized) is 0.340.